Dataset: Full USPTO retrosynthesis dataset with 1.9M reactions from patents (1976-2016). Task: Predict the reactants needed to synthesize the given product. (1) Given the product [F:1][C:2]([F:36])([F:35])[C:3]1[CH:4]=[C:5]([CH:28]=[C:29]([C:31]([F:34])([F:33])[F:32])[CH:30]=1)[CH2:6][N:7]1[CH2:14][CH2:13][CH2:12][O:11][C:10]2[N:15]=[C:16]([N:46]3[CH2:47][CH2:48][CH:43]([N:37]4[CH2:42][CH2:41][O:40][CH2:39][CH2:38]4)[CH2:44][CH2:45]3)[CH:17]=[C:18]([C:19]3[CH:24]=[CH:23][CH:22]=[CH:21][C:20]=3[CH3:25])[C:9]=2[C:8]1=[O:27], predict the reactants needed to synthesize it. The reactants are: [F:1][C:2]([F:36])([F:35])[C:3]1[CH:4]=[C:5]([CH:28]=[C:29]([C:31]([F:34])([F:33])[F:32])[CH:30]=1)[CH2:6][N:7]1[CH2:14][CH2:13][CH2:12][O:11][C:10]2[N:15]=[C:16](Cl)[CH:17]=[C:18]([C:19]3[CH:24]=[CH:23][CH:22]=[CH:21][C:20]=3[CH3:25])[C:9]=2[C:8]1=[O:27].[N:37]1([CH:43]2[CH2:48][CH2:47][NH:46][CH2:45][CH2:44]2)[CH2:42][CH2:41][O:40][CH2:39][CH2:38]1. (2) The reactants are: C1(P(C2C=CC=CC=2)C2C=CC=CC=2)C=CC=CC=1.[CH3:20][S:21]([C:24]1[CH:29]=[CH:28][C:27](B(O)O)=[CH:26][CH:25]=1)(=[O:23])=[O:22].Br[C:34]1[CH:39]=[CH:38][C:37]([C:40]2[O:41][C:42]([CH3:53])=[C:43]([CH2:45][CH2:46][N:47]3[CH2:51][CH2:50][C@H:49]([OH:52])[CH2:48]3)[N:44]=2)=[CH:36][CH:35]=1.C(=O)([O-])[O-].[K+].[K+]. Given the product [C:49]([OH:52])(=[O:22])[CH3:50].[OH:52][C@H:49]1[CH2:50][CH2:51][N:47]([CH2:46][CH2:45][C:43]2[N:44]=[C:40]([C:37]3[CH:38]=[CH:39][C:34]([C:27]4[CH:28]=[CH:29][C:24]([S:21]([CH3:20])(=[O:23])=[O:22])=[CH:25][CH:26]=4)=[CH:35][CH:36]=3)[O:41][C:42]=2[CH3:53])[CH2:48]1, predict the reactants needed to synthesize it. (3) Given the product [CH2:6]([O:10][C:11]([C:13]1[N:14]=[C:15]([Br:3])[C:16]2[C:21]([C:22]=1[OH:23])=[CH:20][CH:19]=[C:18]([S:24][C:25]1[CH:30]=[CH:29][CH:28]=[CH:27][CH:26]=1)[CH:17]=2)=[O:12])[CH2:7][CH2:8][CH3:9], predict the reactants needed to synthesize it. The reactants are: P(Br)(Br)([Br:3])=O.[CH2:6]([O:10][C:11]([C:13]1[N:14]=[C:15](O)[C:16]2[C:21]([C:22]=1[OH:23])=[CH:20][CH:19]=[C:18]([S:24][C:25]1[CH:30]=[CH:29][CH:28]=[CH:27][CH:26]=1)[CH:17]=2)=[O:12])[CH2:7][CH2:8][CH3:9].C(=O)(O)[O-].[Na+].O. (4) Given the product [C:4]([O-:7])(=[O:6])[CH3:5].[Fe+2:2].[C:4]([O-:7])(=[O:6])[CH3:5], predict the reactants needed to synthesize it. The reactants are: [OH-].[Fe+2:2].[OH-].[C:4]([OH:7])(=[O:6])[CH3:5]. (5) Given the product [NH2:13][C:12]1[CH:11]=[CH:10][C:6]([C:7]([NH2:9])=[O:8])=[CH:5][C:4]=1[O:3][CH2:1][CH3:2], predict the reactants needed to synthesize it. The reactants are: [CH2:1]([O:3][C:4]1[CH:5]=[C:6]([CH:10]=[CH:11][C:12]=1[N+:13]([O-])=O)[C:7]([NH2:9])=[O:8])[CH3:2].C([O-])=O.[NH4+]. (6) Given the product [Cl:1][C:2]1[CH:3]=[CH:4][C:5]([CH:8]2[CH2:12][N:11]([C:13]([CH:15]3[CH2:16][CH2:17][N:18]([CH2:21][CH2:22][CH2:23][S:53]([CH3:43])(=[O:57])=[O:54])[CH2:19][CH2:20]3)=[O:14])[CH2:10][CH:9]2[N:26]([CH3:41])[C:27](=[O:40])[C:28]2[CH:33]=[CH:32][C:31]([O:34][CH3:35])=[C:30]([C:36]([F:37])([F:39])[F:38])[CH:29]=2)=[CH:6][CH:7]=1, predict the reactants needed to synthesize it. The reactants are: [Cl:1][C:2]1[CH:7]=[CH:6][C:5]([CH:8]2[CH2:12][N:11]([C:13]([CH:15]3[CH2:20][CH2:19][N:18]([CH2:21][CH2:22][CH2:23]SC)[CH2:17][CH2:16]3)=[O:14])[CH2:10][CH:9]2[N:26]([CH3:41])[C:27](=[O:40])[C:28]2[CH:33]=[CH:32][C:31]([O:34][CH3:35])=[C:30]([C:36]([F:39])([F:38])[F:37])[CH:29]=2)=[CH:4][CH:3]=1.Cl[C:43]1C=CC=C(C(OO)=O)C=1.[S:53](=[O:57])(=O)(O)[O-:54].[Na+].C(=O)([O-])[O-].[Na+].[Na+].